This data is from Reaction yield outcomes from USPTO patents with 853,638 reactions. The task is: Predict the reaction yield, written as a fraction of the theoretical maximum amount of product (1.0 means a 100% yield; for example, 0.34 means a 34% yield). The reactants are C[O:2][C:3]([C:5]1[C:10]([NH:11][C:12]2[CH:17]=[CH:16][C:15]([Br:18])=[CH:14][C:13]=2[F:19])=[C:9]([F:20])[C:8](=[O:21])[NH:7][CH:6]=1)=[O:4].C1COCC1.[Li+].[OH-].Cl. The catalyst is CO. The product is [Br:18][C:15]1[CH:16]=[CH:17][C:12]([NH:11][C:10]2[C:5]([C:3]([OH:4])=[O:2])=[CH:6][NH:7][C:8](=[O:21])[C:9]=2[F:20])=[C:13]([F:19])[CH:14]=1. The yield is 0.990.